From a dataset of Full USPTO retrosynthesis dataset with 1.9M reactions from patents (1976-2016). Predict the reactants needed to synthesize the given product. (1) Given the product [O:1]1[C:5]2[CH:6]=[CH:7][C:8]([C:10](=[O:11])[CH2:12][C:13]([O:14][CH2:15][CH3:19])=[O:21])=[CH:9][C:4]=2[CH:3]=[CH:2]1, predict the reactants needed to synthesize it. The reactants are: [O:1]1[C:5]2[CH:6]=[CH:7][C:8]([C:10]([CH:12]3C(=O)O[C:15](C)([CH3:19])[O:14][C:13]3=[O:21])=[O:11])=[CH:9][C:4]=2[CH:3]=[CH:2]1.C(OCC)(=O)C. (2) Given the product [CH2:15]([NH:22][C:4]1[N:3]=[C:2]([Cl:1])[N:10]=[C:9]2[C:5]=1[N:6]=[CH:7][N:8]2[CH:11]([CH3:13])[CH3:12])[C:16]1[CH:21]=[CH:20][CH:19]=[CH:18][CH:17]=1, predict the reactants needed to synthesize it. The reactants are: [Cl:1][C:2]1[N:10]=[C:9]2[C:5]([N:6]=[CH:7][N:8]2[CH:11]([CH3:13])[CH3:12])=[C:4](Cl)[N:3]=1.[CH2:15]([NH2:22])[C:16]1[CH:21]=[CH:20][CH:19]=[CH:18][CH:17]=1. (3) The reactants are: [C:1]1([CH3:11])[CH:6]=[CH:5]C(S(O)(=O)=O)=CC=1.[NH2:12][CH:13]([C:16]#[N:17])[C:14]#[N:15].C(N(CC)CC)C.C(OC)(OC)(OC)CCC.[CH2:35]([NH2:39])[CH:36]([CH3:38])[CH3:37].C(=O)([O-])[O-].[Na+].[Na+]. Given the product [NH2:15][C:14]1[N:39]([CH2:35][CH:36]([CH3:38])[CH3:37])[C:5]([CH2:6][CH2:1][CH3:11])=[N:12][C:13]=1[C:16]#[N:17], predict the reactants needed to synthesize it. (4) The reactants are: [O:1]1[CH:5]=[CH:4][C:3]([C:6]([OH:8])=O)=[CH:2]1.CN(C(ON1N=NC2C=CC=NC1=2)=[N+](C)C)C.F[P-](F)(F)(F)(F)F.[CH:33]1[CH:34]=[CH:35][C:36]2[N:41](O)N=N[C:37]=2[CH:38]=1.[I:43][C:44]1C=C(C=CC=1C)N.CCN(C(C)C)C(C)C. Given the product [I:43][CH2:44][C:34]1[CH:35]=[C:36]([NH:41][C:6]([C:3]2[CH:4]=[CH:5][O:1][CH:2]=2)=[O:8])[CH:37]=[CH:38][CH:33]=1, predict the reactants needed to synthesize it.